Dataset: Catalyst prediction with 721,799 reactions and 888 catalyst types from USPTO. Task: Predict which catalyst facilitates the given reaction. (1) Reactant: [NH2:1][CH:2]([C:6]1[CH:11]=[CH:10][C:9]([C:12]2[CH:17]=[CH:16][CH:15]=[CH:14][CH:13]=2)=[CH:8][CH:7]=1)[CH2:3][C:4]#[N:5].[N:18]1[CH:23]=[CH:22][CH:21]=[CH:20][C:19]=1[NH:24][CH2:25][CH2:26][CH2:27][NH:28][C:29](=[O:35])[NH:30][CH2:31][C:32](O)=[O:33].CN(C(ON1N=NC2C=CC=CC1=2)=[N+](C)C)C.[B-](F)(F)(F)F.CCN(C(C)C)C(C)C. Product: [C:9]1([C:12]2[CH:17]=[CH:16][CH:15]=[CH:14][CH:13]=2)[CH:10]=[CH:11][C:6]([CH:2]([NH:1][C:32](=[O:33])[CH2:31][NH:30][C:29]([NH:28][CH2:27][CH2:26][CH2:25][NH:24][C:19]2[CH:20]=[CH:21][CH:22]=[CH:23][N:18]=2)=[O:35])[CH2:3][C:4]#[N:5])=[CH:7][CH:8]=1. The catalyst class is: 9. (2) Reactant: [C:1]([OH:4])(=O)C.[CH:5]([N:8](CC)C(C)C)(C)C.C1(P(N=[N+]=[N-])(C2C=CC=CC=2)=O)C=CC=CC=1.[NH2:31][C:32]1[CH:37]=[CH:36][C:35]([N:38]2[C:46]([CH2:47][N:48]([CH3:50])[CH3:49])=[C:45]3[C:40]([N:41]([CH2:62][C:63]4[C:68]([C:69]([F:72])([F:71])[F:70])=[CH:67][CH:66]=[CH:65][C:64]=4[F:73])[C:42](=[O:61])[N:43]([C:52]4[CH:57]=[CH:56][CH:55]=[C:54]([O:58][CH3:59])[C:53]=4[F:60])[C:44]3=[O:51])=[N:39]2)=[CH:34][CH:33]=1.C(=O)(O)[O-].[Na+]. Product: [CH3:49][N:48]([CH2:47][C:46]1[N:38]([C:35]2[CH:34]=[CH:33][C:32]([NH:31][C:1]([NH:8][CH3:5])=[O:4])=[CH:37][CH:36]=2)[N:39]=[C:40]2[C:45]=1[C:44](=[O:51])[N:43]([C:52]1[CH:57]=[CH:56][CH:55]=[C:54]([O:58][CH3:59])[C:53]=1[F:60])[C:42](=[O:61])[N:41]2[CH2:62][C:63]1[C:68]([C:69]([F:72])([F:71])[F:70])=[CH:67][CH:66]=[CH:65][C:64]=1[F:73])[CH3:50]. The catalyst class is: 451. (3) Reactant: CC(C)([O-])C.[K+].[O:7]1[CH2:11]CC[CH2:8]1.[Cl-].COC[P+](C1C=CC=CC=1)(C1C=CC=CC=1)C1C=CC=CC=1.[CH3:35][O:36][C:37]1[CH:38]=[C:39]2[C:44](=[CH:45][C:46]=1[CH:47]=O)[N:43]=[CH:42][CH:41]=[CH:40]2. Product: [CH3:35][O:36][C:37]1[CH:38]=[C:39]2[C:44](=[CH:45][C:46]=1[CH:47]=[CH:8][O:7][CH3:11])[N:43]=[CH:42][CH:41]=[CH:40]2. The catalyst class is: 13.